From a dataset of Forward reaction prediction with 1.9M reactions from USPTO patents (1976-2016). Predict the product of the given reaction. (1) The product is: [CH3:32][C:31]1[N:33]=[C:26]([CH:11]2[CH2:12][CH:13]([C:15]3[CH:20]=[CH:19][C:18]([O:21][C:22]([F:25])([F:23])[F:24])=[CH:17][CH:16]=3)[CH2:14][N:9]([C:7]([N:1]3[CH2:6][CH2:5][O:4][CH2:3][CH2:2]3)=[O:8])[CH2:10]2)[O:27][N:30]=1. Given the reactants [N:1]1([C:7]([N:9]2[CH2:14][CH:13]([C:15]3[CH:20]=[CH:19][C:18]([O:21][C:22]([F:25])([F:24])[F:23])=[CH:17][CH:16]=3)[CH2:12][CH:11]([C:26](O)=[O:27])[CH2:10]2)=[O:8])[CH2:6][CH2:5][O:4][CH2:3][CH2:2]1.O[NH:30][C:31](=[NH:33])[CH3:32], predict the reaction product. (2) Given the reactants [Cl:1][C:2]1[N:6]2[CH:7]=[C:8](C3C=COC=3)[CH:9]=[C:10]([C:11]([F:14])([F:13])[F:12])[C:5]2=[N:4][C:3]=1[C:20]([OH:22])=O.O[N:24]=[C:25]([C:27]1[CH:32]=[CH:31][CH:30]=[CH:29][CH:28]=1)[NH2:26].CN([C:36]([O:40]N1N=NC2C=CC=NC1=2)=[N+](C)C)C.F[P-](F)(F)(F)(F)F.C(N(CC)[CH:61]([CH3:63])[CH3:62])(C)C, predict the reaction product. The product is: [Cl:1][C:2]1[N:6]2[CH:7]=[C:8]([C:36]3[O:40][CH:62]=[CH:61][CH:63]=3)[CH:9]=[C:10]([C:11]([F:13])([F:12])[F:14])[C:5]2=[N:4][C:3]=1[C:20]1[O:22][N:26]=[C:25]([C:27]2[CH:32]=[CH:31][CH:30]=[CH:29][CH:28]=2)[N:24]=1. (3) Given the reactants Br[C:2]1[CH:3]=[CH:4][C:5]2[O:10][CH2:9][CH2:8][N:7]([C:11]3[CH:12]=[N:13][C:14]([O:20][CH3:21])=[C:15]([CH:17]([F:19])[F:18])[CH:16]=3)[C:6]=2[C:22]=1[CH3:23].[OH-:24].[K+], predict the reaction product. The product is: [F:18][CH:17]([F:19])[C:15]1[CH:16]=[C:11]([N:7]2[C:6]3[C:22]([CH3:23])=[C:2]([OH:24])[CH:3]=[CH:4][C:5]=3[O:10][CH2:9][CH2:8]2)[CH:12]=[N:13][C:14]=1[O:20][CH3:21]. (4) The product is: [NH2:1][C:2]1[C:11]2[C:6](=[C:7]([C:21]3[C:22]([O:26][CH3:27])=[CH:23][CH:24]=[CH:25][C:20]=3[F:19])[CH:8]=[CH:9][CH:10]=2)[N:5]=[N:4][C:3]=1[C:13]([NH:15][CH2:16][CH2:17][CH3:18])=[O:14]. Given the reactants [NH2:1][C:2]1[C:11]2[C:6](=[C:7](Br)[CH:8]=[CH:9][CH:10]=2)[N:5]=[N:4][C:3]=1[C:13]([NH:15][CH2:16][CH2:17][CH3:18])=[O:14].[F:19][C:20]1[CH:25]=[CH:24][CH:23]=[C:22]([O:26][CH3:27])[C:21]=1B(O)O, predict the reaction product. (5) Given the reactants Br[C:2]1[CH:7]=[C:6]([F:8])[C:5]([CH3:9])=[CH:4][C:3]=1[C:10]([O:13][CH2:14][O:15][CH2:16][CH3:17])([CH3:12])[CH3:11].[B:18]1([B:18]2[O:22][C:21]([CH3:24])([CH3:23])[C:20]([CH3:26])([CH3:25])[O:19]2)[O:22][C:21]([CH3:24])([CH3:23])[C:20]([CH3:26])([CH3:25])[O:19]1.CC([O-])=O.[K+].O, predict the reaction product. The product is: [CH2:16]([O:15][CH2:14][O:13][C:10]([C:3]1[CH:4]=[C:5]([CH3:9])[C:6]([F:8])=[CH:7][C:2]=1[B:18]1[O:22][C:21]([CH3:24])([CH3:23])[C:20]([CH3:26])([CH3:25])[O:19]1)([CH3:12])[CH3:11])[CH3:17].